This data is from Full USPTO retrosynthesis dataset with 1.9M reactions from patents (1976-2016). The task is: Predict the reactants needed to synthesize the given product. (1) The reactants are: CN(C(ON1N=NC2C=CC=CC1=2)=[N+](C)C)C.[B-](F)(F)(F)F.C(N(CC)CC)C.[NH2:30][C:31]1[C:32]([C:38]([OH:40])=O)=[N:33][C:34]([Br:37])=[CH:35][N:36]=1.[C:41]([NH:49][NH2:50])(=[O:48])[C:42]1[CH:47]=[CH:46][CH:45]=[CH:44][CH:43]=1. Given the product [NH2:30][C:31]1[C:32]([C:38]([NH:50][NH:49][C:41]([C:42]2[CH:47]=[CH:46][CH:45]=[CH:44][CH:43]=2)=[O:48])=[O:40])=[N:33][C:34]([Br:37])=[CH:35][N:36]=1, predict the reactants needed to synthesize it. (2) Given the product [F:1][C:2]([F:15])([F:14])[S:3]([O:6][C:18]1[C:17]([CH3:16])=[C:26]2[C:21]([CH2:22][CH2:23][CH:24]([C:27]3[CH:28]=[CH:29][CH:30]=[CH:31][CH:32]=3)[O:25]2)=[CH:20][CH:19]=1)(=[O:5])=[O:4], predict the reactants needed to synthesize it. The reactants are: [F:1][C:2]([F:15])([F:14])[S:3]([O:6]S(C(F)(F)F)(=O)=O)(=[O:5])=[O:4].[CH3:16][C:17]1[C:18](O)=[CH:19][CH:20]=[C:21]2[C:26]=1[O:25][CH:24]([C:27]1[CH:32]=[CH:31][CH:30]=[CH:29][CH:28]=1)[CH2:23][CH2:22]2.